Predict the product of the given reaction. From a dataset of Forward reaction prediction with 1.9M reactions from USPTO patents (1976-2016). (1) Given the reactants Cl[CH2:2][C:3]1[CH:8]=[CH:7][C:6]([O:9][CH3:10])=[C:5]([O:11][CH2:12][C:13]2[CH:18]=[CH:17][C:16]([C:19]([F:22])([F:21])[F:20])=[CH:15][CH:14]=2)[CH:4]=1.C[O:24][C:25](=[O:38])[CH2:26][O:27][C:28]1[CH:36]=[CH:35][C:34]([SH:37])=[C:33]2[C:29]=1[CH2:30][CH2:31][CH2:32]2, predict the reaction product. The product is: [CH3:10][O:9][C:6]1[CH:7]=[CH:8][C:3]([CH2:2][S:37][C:34]2[CH:35]=[CH:36][C:28]([O:27][CH2:26][C:25]([OH:38])=[O:24])=[C:29]3[C:33]=2[CH2:32][CH2:31][CH2:30]3)=[CH:4][C:5]=1[O:11][CH2:12][C:13]1[CH:18]=[CH:17][C:16]([C:19]([F:22])([F:21])[F:20])=[CH:15][CH:14]=1. (2) Given the reactants [N+:1]([C:4]1[N:9]=[CH:8][C:7]([O:10][C:11]2[CH:16]=[CH:15][N:14]=[C:13]([C:17]3[O:21][CH:20]=[N:19][CH:18]=3)[CH:12]=2)=[CH:6][CH:5]=1)([O-])=O, predict the reaction product. The product is: [O:21]1[C:17]([C:13]2[CH:12]=[C:11]([O:10][C:7]3[CH:6]=[CH:5][C:4]([NH2:1])=[N:9][CH:8]=3)[CH:16]=[CH:15][N:14]=2)=[CH:18][N:19]=[CH:20]1. (3) Given the reactants C([O:4][CH2:5][C@@H:6]([N:12]([CH3:35])[C:13]([C:15]1[CH:16]=[C:17]2[C:25](=[CH:26][CH:27]=1)[N:24]([CH3:28])[C:23]1[CH2:22][CH2:21][CH:20]([CH:29]3[CH2:34][CH2:33][O:32][CH2:31][CH2:30]3)[CH2:19][C:18]2=1)=[O:14])[CH2:7][CH2:8][C:9](O)=[O:10])(=O)C.Cl.[F:37][CH2:38][CH2:39][NH2:40].C(N(CC)C(C)C)(C)C.C[O-].[Na+], predict the reaction product. The product is: [F:37][CH2:38][CH2:39][NH:40][C:9](=[O:10])[CH2:8][CH2:7][C@H:6]([N:12]([CH3:35])[C:13]([C:15]1[CH:16]=[C:17]2[C:25](=[CH:26][CH:27]=1)[N:24]([CH3:28])[C:23]1[CH2:22][CH2:21][C@@H:20]([CH:29]3[CH2:30][CH2:31][O:32][CH2:33][CH2:34]3)[CH2:19][C:18]2=1)=[O:14])[CH2:5][OH:4]. (4) Given the reactants [H-].[Na+].[O:3]=[C:4]1[C@@H:8]([NH:9][C:10](=[O:16])[O:11][C:12]([CH3:15])([CH3:14])[CH3:13])[CH2:7][CH2:6][NH:5]1.Br[CH2:18][CH2:19][O:20][CH3:21], predict the reaction product. The product is: [CH3:21][O:20][CH2:19][CH2:18][N:5]1[CH2:6][CH2:7][C@H:8]([NH:9][C:10](=[O:16])[O:11][C:12]([CH3:13])([CH3:15])[CH3:14])[C:4]1=[O:3]. (5) Given the reactants [CH3:1][N:2]1CCN(C2C=CC(NC3C4N(N=CN=4)C(C4C=C(C(N)=O)SC=4)=CN=3)=CC=2)CC1.Br[C:33]1[N:38]2[N:39]=[CH:40][N:41]=[C:37]2[C:36]([NH:42][C:43]2[CH:44]=N[C:46]([N:49]3[CH2:54][CH2:53][N:52]([CH:55]([CH3:57])[CH3:56])[CH2:51][CH2:50]3)=[CH:47][CH:48]=2)=[N:35][CH:34]=1.CC1(C)C(C)(C)OB([C:66]2[CH:67]=[C:68]3[C:72](=[CH:73][CH:74]=2)[C:71](=[O:75])[NH:70][CH2:69]3)O1, predict the reaction product. The product is: [NH3:2].[CH:55]([N:52]1[CH2:51][CH2:50][N:49]([C:46]2[CH:1]=[CH:44][C:43]([NH:42][C:36]3[C:37]4[N:38]([N:39]=[CH:40][N:41]=4)[C:33]([C:66]4[CH:67]=[C:68]5[C:72](=[CH:73][CH:74]=4)[C:71](=[O:75])[NH:70][CH2:69]5)=[CH:34][N:35]=3)=[CH:48][CH:47]=2)[CH2:54][CH2:53]1)([CH3:56])[CH3:57]. (6) Given the reactants [Br:1][C:2]1[CH:11]=[C:10]2[C:5]([CH:6]=[CH:7][N:8]=[C:9]2[OH:12])=[CH:4][CH:3]=1.Br[CH2:14][C:15]1[CH:24]=[CH:23][C:18]([C:19]([O:21][CH3:22])=[O:20])=[CH:17][CH:16]=1.C(=O)([O-])[O-].[Cs+].[Cs+], predict the reaction product. The product is: [CH3:22][O:21][C:19](=[O:20])[C:18]1[CH:23]=[CH:24][C:15]([CH2:14][N:8]2[CH:7]=[CH:6][C:5]3[C:10](=[CH:11][C:2]([Br:1])=[CH:3][CH:4]=3)[C:9]2=[O:12])=[CH:16][CH:17]=1. (7) Given the reactants [Br:1][C:2]1[CH:7]=[CH:6][C:5](I)=[CH:4][C:3]=1[F:9].[N:10]1[CH:15]=[CH:14][C:13](B(O)O)=[CH:12][CH:11]=1.C([O-])([O-])=O.[Na+].[Na+], predict the reaction product. The product is: [Br:1][C:2]1[CH:7]=[CH:6][C:5]([C:13]2[CH:14]=[CH:15][N:10]=[CH:11][CH:12]=2)=[CH:4][C:3]=1[F:9].